Dataset: Catalyst prediction with 721,799 reactions and 888 catalyst types from USPTO. Task: Predict which catalyst facilitates the given reaction. (1) Reactant: S1C=CC=C1[Cl:6].[CH3:7][O:8][CH2:9][CH2:10][N:11]1[C:19]([C:20]([OH:22])=O)=[C:18]2[C:13]([CH:14]=[CH:15][CH:16]=[CH:17]2)=[N:12]1. Product: [CH3:7][O:8][CH2:9][CH2:10][N:11]1[C:19]([C:20]([Cl:6])=[O:22])=[C:18]2[C:13]([CH:14]=[CH:15][CH:16]=[CH:17]2)=[N:12]1. The catalyst class is: 11. (2) Reactant: [BH4-].[Na+].[Br:3][C:4]1[CH:5]=[C:6]([CH:9]=[CH:10][CH:11]=1)[CH:7]=[O:8]. Product: [Br:3][C:4]1[CH:5]=[C:6]([CH2:7][OH:8])[CH:9]=[CH:10][CH:11]=1. The catalyst class is: 14. (3) Reactant: [CH3:1][C@@H:2]1[CH2:7][C:6](=[O:8])[CH2:5][CH2:4][C@@H:3]1[C:9]([O:11][CH2:12][CH3:13])=[O:10].[S:14]1[CH:18]=[CH:17][N:16]=[CH:15]1.C([Li])CCC. Product: [OH:8][C:6]1([C:15]2[S:14][CH:18]=[CH:17][N:16]=2)[CH2:5][CH2:4][C@H:3]([C:9]([O:11][CH2:12][CH3:13])=[O:10])[C@H:2]([CH3:1])[CH2:7]1. The catalyst class is: 7.